Dataset: Forward reaction prediction with 1.9M reactions from USPTO patents (1976-2016). Task: Predict the product of the given reaction. (1) Given the reactants [CH3:1][C:2]([CH3:7])([CH2:5][OH:6])[CH2:3][OH:4].[N+:8]([C:11]1[CH:18]=[CH:17][CH:16]=[C:15]([N+]([O-])=O)[C:12]=1[C:13]#[N:14])([O-:10])=[O:9], predict the reaction product. The product is: [OH:4][CH2:3][C:2]([CH3:7])([CH3:1])[CH2:5][O:6][C:15]1[CH:16]=[CH:17][CH:18]=[C:11]([N+:8]([O-:10])=[O:9])[C:12]=1[C:13]#[N:14]. (2) Given the reactants Br[CH2:2][C:3]1[CH:4]=[C:5]([CH:8]=[C:9]([N+:11]([O-:13])=[O:12])[CH:10]=1)[C:6]#[N:7].[NH:14]1[CH2:18][CH2:17][CH2:16][CH2:15]1.C(N(CC)CC)C, predict the reaction product. The product is: [N+:11]([C:9]1[CH:8]=[C:5]([CH:4]=[C:3]([CH2:2][N:14]2[CH2:18][CH2:17][CH2:16][CH2:15]2)[CH:10]=1)[C:6]#[N:7])([O-:13])=[O:12]. (3) The product is: [CH3:20][C:21]1[CH:28]=[CH:27][CH:26]=[C:25]([CH3:29])[C:22]=1[CH2:23][O:1][C:2]1[CH:3]=[C:4]([CH:10]=[CH:11][C:12]=1[CH3:13])[C:5]([O:7][CH2:8][CH3:9])=[O:6]. Given the reactants [OH:1][C:2]1[CH:3]=[C:4]([CH:10]=[CH:11][C:12]=1[CH3:13])[C:5]([O:7][CH2:8][CH3:9])=[O:6].C([O-])([O-])=O.[K+].[K+].[CH3:20][C:21]1[CH:28]=[CH:27][CH:26]=[C:25]([CH3:29])[C:22]=1[CH2:23]Cl, predict the reaction product. (4) The product is: [Cl:1][C:2]1[CH:8]=[C:7]([Cl:9])[C:6]2[CH:18]3[CH:17]=[CH:16][CH2:20][CH:19]3[CH:12]([C:11]([OH:15])=[O:14])[NH:5][C:4]=2[CH:3]=1. Given the reactants [Cl:1][C:2]1[CH:3]=[C:4]([CH:6]=[C:7]([Cl:9])[CH:8]=1)[NH2:5].O.[C:11]([OH:15])(=[O:14])[CH:12]=O.[CH:16]1[CH2:20][CH:19]=[CH:18][CH:17]=1, predict the reaction product.